From a dataset of Full USPTO retrosynthesis dataset with 1.9M reactions from patents (1976-2016). Predict the reactants needed to synthesize the given product. Given the product [C:21]([O:20][C:18](=[O:19])[NH:13][C:12]1[CH:14]=[CH:15][C:9]([O:8][C:6]2[CH:5]=[CH:4][N:3]=[C:2]([Cl:1])[CH:7]=2)=[C:10]([F:17])[C:11]=1[F:16])([CH3:24])([CH3:23])[CH3:22], predict the reactants needed to synthesize it. The reactants are: [Cl:1][C:2]1[CH:7]=[C:6]([O:8][C:9]2[CH:15]=[CH:14][C:12]([NH2:13])=[C:11]([F:16])[C:10]=2[F:17])[CH:5]=[CH:4][N:3]=1.[C:18](O[C:18]([O:20][C:21]([CH3:24])([CH3:23])[CH3:22])=[O:19])([O:20][C:21]([CH3:24])([CH3:23])[CH3:22])=[O:19].